The task is: Predict the product of the given reaction.. This data is from Forward reaction prediction with 1.9M reactions from USPTO patents (1976-2016). (1) Given the reactants [NH:1]1[C:9]2[C:4](=[CH:5][C:6]([C:10]#[N:11])=[CH:7][CH:8]=2)[CH:3]=[CH:2]1, predict the reaction product. The product is: [NH:1]1[C:9]2[C:4](=[CH:5][C:6]([CH2:10][NH2:11])=[CH:7][CH:8]=2)[CH:3]=[CH:2]1. (2) Given the reactants [Cl:1][C:2]1[CH:3]=[C:4]([N:9]2[C:13]([C:14]3[CH:19]=[CH:18][CH:17]=[C:16]([C:20]([F:23])([F:22])[F:21])[CH:15]=3)=[CH:12][C:11]([C:24]([O:26]CC)=[O:25])=[N:10]2)[CH:5]=[CH:6][C:7]=1[F:8].ClC1C=C(N2C(C3C=C(F)C=C(Cl)C=3)=CC(C(O)=O)=N2)C=CC=1F, predict the reaction product. The product is: [Cl:1][C:2]1[CH:3]=[C:4]([N:9]2[C:13]([C:14]3[CH:19]=[CH:18][CH:17]=[C:16]([C:20]([F:22])([F:23])[F:21])[CH:15]=3)=[CH:12][C:11]([C:24]([OH:26])=[O:25])=[N:10]2)[CH:5]=[CH:6][C:7]=1[F:8]. (3) The product is: [ClH:18].[CH3:19][O:16][C:14]([C:11]1([CH3:17])[CH2:12][CH2:13][NH:8][CH2:9][CH2:10]1)=[O:15]. Given the reactants C(OC([N:8]1[CH2:13][CH2:12][C:11]([CH3:17])([C:14]([OH:16])=[O:15])[CH2:10][CH2:9]1)=O)(C)(C)C.[ClH:18].[CH3:19]O, predict the reaction product. (4) The product is: [Br:1][C:2]1[C:3]([F:14])=[CH:4][CH:5]=[C:6]2[C:11]=1[N:10]=[C:9]([NH:20][C:17]1([CH3:16])[CH2:19][CH2:18]1)[C:8]([CH3:13])=[N:7]2. Given the reactants [Br:1][C:2]1[C:3]([F:14])=[CH:4][CH:5]=[C:6]2[C:11]=1[NH:10][C:9](=O)[C:8]([CH3:13])=[N:7]2.Cl.[CH3:16][C:17]1([NH2:20])[CH2:19][CH2:18]1.CCN(C(C)C)C(C)C, predict the reaction product. (5) Given the reactants [CH3:1][C:2]1[CH:7]=[CH:6][N:5]=[CH:4][C:3]=1[N:8]1[CH2:12][CH2:11][NH:10][C:9]1=[O:13].I[C:15]1[N:19]2[CH:20]=[CH:21][CH:22]=[CH:23][C:18]2=[N:17][CH:16]=1.N[C@@H]1CCCC[C@H]1N.P([O-])([O-])([O-])=O.[K+].[K+].[K+], predict the reaction product. The product is: [N:17]1[CH:16]=[C:15]([N:10]2[CH2:11][CH2:12][N:8]([C:3]3[CH:4]=[N:5][CH:6]=[CH:7][C:2]=3[CH3:1])[C:9]2=[O:13])[N:19]2[CH:20]=[CH:21][CH:22]=[CH:23][C:18]=12. (6) Given the reactants I[C:2]1[C:10]2[C:5](=[N:6][CH:7]=[N:8][C:9]=2[NH2:11])[N:4]([C@H:12]2[CH2:17][CH2:16][C@@H:15]([N:18]3[CH2:23][CH2:22][N:21]([CH3:24])[CH2:20][CH2:19]3)[CH2:14][CH2:13]2)[N:3]=1.[CH2:25]([O:32][C:33]1[CH:38]=[CH:37][C:36](B(O)O)=[CH:35][CH:34]=1)[C:26]1[CH:31]=[CH:30][CH:29]=[CH:28][CH:27]=1.C(=O)([O-])[O-].[Na+].[Na+], predict the reaction product. The product is: [CH2:25]([O:32][C:33]1[CH:38]=[CH:37][C:36]([C:2]2[C:10]3[C:5](=[N:6][CH:7]=[N:8][C:9]=3[NH2:11])[N:4]([C@H:12]3[CH2:17][CH2:16][C@@H:15]([N:18]4[CH2:23][CH2:22][N:21]([CH3:24])[CH2:20][CH2:19]4)[CH2:14][CH2:13]3)[N:3]=2)=[CH:35][CH:34]=1)[C:26]1[CH:31]=[CH:30][CH:29]=[CH:28][CH:27]=1. (7) Given the reactants C([N:8]1[C:17]2[C:12](=[CH:13][C:14]([F:18])=[CH:15][CH:16]=2)[CH2:11][CH2:10][C:9]1([CH3:20])[CH3:19])C1C=CC=CC=1, predict the reaction product. The product is: [F:18][C:14]1[CH:13]=[C:12]2[C:17](=[CH:16][CH:15]=1)[NH:8][C:9]([CH3:20])([CH3:19])[CH2:10][CH2:11]2.